Dataset: Forward reaction prediction with 1.9M reactions from USPTO patents (1976-2016). Task: Predict the product of the given reaction. (1) Given the reactants [CH2:1]1[C:5]2([CH2:9][CH2:8][NH:7][CH2:6]2)[CH2:4][CH2:3][N:2]1[C:10]1[CH:11]=[N:12][C:13]([O:19][C:20]2[CH:25]=[CH:24][C:23]([O:26][C:27]3[CH:32]=[CH:31][CH:30]=[CH:29][CH:28]=3)=[CH:22][CH:21]=2)=[C:14]([CH:18]=1)[C:15]([NH2:17])=[O:16].C(N(CC)C(C)C)(C)C.[C:42](Cl)(=[O:45])[CH:43]=[CH2:44], predict the reaction product. The product is: [C:42]([N:7]1[CH2:8][CH2:9][C:5]2([CH2:1][N:2]([C:10]3[CH:11]=[N:12][C:13]([O:19][C:20]4[CH:25]=[CH:24][C:23]([O:26][C:27]5[CH:32]=[CH:31][CH:30]=[CH:29][CH:28]=5)=[CH:22][CH:21]=4)=[C:14]([CH:18]=3)[C:15]([NH2:17])=[O:16])[CH2:3][CH2:4]2)[CH2:6]1)(=[O:45])[CH:43]=[CH2:44]. (2) Given the reactants [C:1]([C:3]1[CH:4]=[C:5](B(O)O)[CH:6]=[CH:7][C:8]=1[S:9][CH2:10][CH:11]([CH3:13])[CH3:12])#[N:2].Cl[C:18]1[CH:19]=[C:20]([CH:25]=[CH:26][N:27]=1)[C:21]([O:23]C)=[O:22], predict the reaction product. The product is: [C:1]([C:3]1[CH:4]=[C:5]([C:18]2[CH:19]=[C:20]([CH:25]=[CH:26][N:27]=2)[C:21]([OH:23])=[O:22])[CH:6]=[CH:7][C:8]=1[S:9][CH2:10][CH:11]([CH3:13])[CH3:12])#[N:2].